This data is from CYP2C19 inhibition data for predicting drug metabolism from PubChem BioAssay. The task is: Regression/Classification. Given a drug SMILES string, predict its absorption, distribution, metabolism, or excretion properties. Task type varies by dataset: regression for continuous measurements (e.g., permeability, clearance, half-life) or binary classification for categorical outcomes (e.g., BBB penetration, CYP inhibition). Dataset: cyp2c19_veith. (1) The drug is O=C(/C=C/c1ccc2c(c1)OCO2)NCCSCc1cccc(Cl)c1. The result is 1 (inhibitor). (2) The drug is CN(C)CCNC(=O)C(C(=O)c1ccc(F)cc1)n1ccccc1=O.Cl. The result is 0 (non-inhibitor). (3) The drug is COc1cccc(-c2cncnc2NCc2cnc(C)cn2)c1. The result is 1 (inhibitor). (4) The molecule is O=C(Cc1ccccc1)NC(Nc1cccc2ccccc12)C(Cl)(Cl)Cl. The result is 1 (inhibitor). (5) The molecule is O=C(N/N=C/c1c(Cl)cccc1Cl)c1cccc(F)c1. The result is 1 (inhibitor). (6) The molecule is CCOc1cc(/C=N/O)ccc1OS(=O)(=O)c1ccc(C)cc1. The result is 1 (inhibitor). (7) The compound is O=C(O)c1cc(=O)cc(C(=O)O)[nH]1. The result is 0 (non-inhibitor). (8) The compound is CC(C)(C)c1cc(O)c(C(C)(C)C)cc1O. The result is 0 (non-inhibitor). (9) The molecule is COc1cccc(Cn2c(=O)c(-c3cccc(F)c3)nc3cncnc32)c1. The result is 1 (inhibitor). (10) The molecule is Cc1ccc(OCCNC(=O)/C=C/c2ccc([N+](=O)[O-])cc2)cc1C. The result is 0 (non-inhibitor).